The task is: Predict the reactants needed to synthesize the given product.. This data is from Full USPTO retrosynthesis dataset with 1.9M reactions from patents (1976-2016). Given the product [OH:32][C@H:31]([C:22]1[CH:23]=[CH:24][C:25]2[C:26](=[O:30])[O:27][CH2:28][C:29]=2[C:21]=1[CH3:20])[CH2:33][N:6]1[CH2:5][CH2:4][N:3]([C:8]2[N:9]=[CH:10][C:11]3[C:16]([CH:17]=2)=[CH:15][CH:14]=[C:13]([C:18]#[N:19])[CH:12]=3)[C:2](=[O:1])[CH2:7]1, predict the reactants needed to synthesize it. The reactants are: [O:1]=[C:2]1[CH2:7][NH:6][CH2:5][CH2:4][N:3]1[C:8]1[N:9]=[CH:10][C:11]2[C:16]([CH:17]=1)=[CH:15][CH:14]=[C:13]([C:18]#[N:19])[CH:12]=2.[CH3:20][C:21]1[C:29]2[CH2:28][O:27][C:26](=[O:30])[C:25]=2[CH:24]=[CH:23][C:22]=1[C@@H:31]1[CH2:33][O:32]1.